From a dataset of Catalyst prediction with 721,799 reactions and 888 catalyst types from USPTO. Predict which catalyst facilitates the given reaction. (1) Reactant: [F:1][CH2:2][CH2:3][CH2:4][O:5][C:6]1[CH:14]=[C:13]2[C:9]([CH:10]=[CH:11][NH:12]2)=[CH:8][C:7]=1[O:15][C:16]1[CH:21]=[CH:20][N:19]=[C:18]([NH2:22])[CH:17]=1.[H-].[Na+].[CH3:25][NH:26][C:27](=O)[O:28]C1C=CC=CC=1.[Cl-].[NH4+]. Product: [NH2:22][C:18]1[CH:17]=[C:16]([O:15][C:7]2[CH:8]=[C:9]3[C:13](=[CH:14][C:6]=2[O:5][CH2:4][CH2:3][CH2:2][F:1])[N:12]([C:27]([NH:26][CH3:25])=[O:28])[CH:11]=[CH:10]3)[CH:21]=[CH:20][N:19]=1. The catalyst class is: 288. (2) Reactant: C(N(CC)CC)C.Cl.[NH2:9][CH:10]([C:21]1[C:26](=[O:27])[CH2:25][CH2:24][CH2:23][C:22]=1[NH:28][C:29]1[CH:34]=[CH:33][CH:32]=[C:31]([C:35]([F:38])([F:37])[F:36])[CH:30]=1)[C:11]1[CH:18]=[CH:17][C:14]([C:15]#[N:16])=[CH:13][C:12]=1[S:19][CH3:20].[C:39](N1C=CN=C1)(N1C=CN=C1)=[O:40]. Product: [O:40]=[C:39]1[NH:9][CH:10]([C:11]2[CH:18]=[CH:17][C:14]([C:15]#[N:16])=[CH:13][C:12]=2[S:19][CH3:20])[C:21]2[C:26](=[O:27])[CH2:25][CH2:24][CH2:23][C:22]=2[N:28]1[C:29]1[CH:34]=[CH:33][CH:32]=[C:31]([C:35]([F:38])([F:36])[F:37])[CH:30]=1. The catalyst class is: 10. (3) Reactant: [C:1](/[N:3]=[C:4](\SC)/[N:5]([CH3:15])[C:6]1[CH:11]=[C:10]([Cl:12])[C:9]([Cl:13])=[C:8]([Cl:14])[CH:7]=1)#[N:2].[NH2:18][NH2:19]. Product: [CH3:15][N:5]([C:6]1[CH:7]=[C:8]([Cl:14])[C:9]([Cl:13])=[C:10]([Cl:12])[CH:11]=1)[C:4]1[N:3]=[C:1]([NH2:2])[NH:19][N:18]=1. The catalyst class is: 8. (4) Reactant: [Cl-].[Al+3].[Cl-].[Cl-].C([O:9][C:10](=[O:40])[C:11]1[CH:16]=[CH:15][CH:14]=[C:13]([CH2:17][CH:18]([NH:32][C:33](=[O:37])[CH2:34][CH2:35][CH3:36])[B:19]2[O:27]C3C(C)(C4CC(C3)C4(C)C)[O:20]2)[C:12]=1OC)(C)(C)C. Product: [C:33]([NH:32][C@H:18]1[CH2:17][C:13]2[CH:14]=[CH:15][CH:16]=[C:11]([C:10]([OH:9])=[O:40])[C:12]=2[O:27][B:19]1[OH:20])(=[O:37])[CH2:34][CH2:35][CH3:36]. The catalyst class is: 4.